This data is from Peptide-MHC class I binding affinity with 185,985 pairs from IEDB/IMGT. The task is: Regression. Given a peptide amino acid sequence and an MHC pseudo amino acid sequence, predict their binding affinity value. This is MHC class I binding data. (1) The peptide sequence is YITDYSNDI. The MHC is HLA-A25:01 with pseudo-sequence HLA-A25:01. The binding affinity (normalized) is 0.0847. (2) The peptide sequence is DYVPMEQPRPP. The MHC is H-2-Kd with pseudo-sequence H-2-Kd. The binding affinity (normalized) is 0.00544. (3) The peptide sequence is KEKDMTKEF. The MHC is HLA-B15:09 with pseudo-sequence HLA-B15:09. The binding affinity (normalized) is 0.0847. (4) The peptide sequence is LFQPLHTVM. The MHC is HLA-A66:01 with pseudo-sequence HLA-A66:01. The binding affinity (normalized) is 0.213.